Task: Predict the reaction yield, written as a fraction of the theoretical maximum amount of product (1.0 means a 100% yield; for example, 0.34 means a 34% yield).. Dataset: Reaction yield outcomes from USPTO patents with 853,638 reactions (1) The reactants are C(OC([N:8]1[C:12]2[CH:13]=[CH:14][CH:15]=[CH:16][C:11]=2[N:10]=[C:9]1[CH2:17][N:18]([CH2:31][CH2:32][CH2:33][CH2:34][N:35]1C(=O)C2C(=CC=CC=2)C1=O)[CH:19]1[C:28]2[N:27]=[CH:26][CH:25]=[C:24]([O:29][CH3:30])[C:23]=2[CH2:22][CH2:21][CH2:20]1)=O)(C)(C)C.O.NN. The catalyst is C(O)C. The product is [NH:8]1[C:12]2[CH:13]=[CH:14][CH:15]=[CH:16][C:11]=2[N:10]=[C:9]1[CH2:17][N:18]([CH:19]1[C:28]2[N:27]=[CH:26][CH:25]=[C:24]([O:29][CH3:30])[C:23]=2[CH2:22][CH2:21][CH2:20]1)[CH2:31][CH2:32][CH2:33][CH2:34][NH2:35]. The yield is 0.680. (2) The reactants are [CH2:1]([O:8][C:9](=[O:22])[CH:10]([NH:14][C:15]([O:17][C:18]([CH3:21])([CH3:20])[CH3:19])=[O:16])[CH2:11][CH:12]=O)[C:2]1[CH:7]=[CH:6][CH:5]=[CH:4][CH:3]=1.CC(O)=O.C(O[Na])(C)=O.[NH2:32][C@H:33]([C:36]([O:38][CH3:39])=[O:37])[CH2:34][SH:35].Cl. The catalyst is C(O)C.O. The product is [CH3:39][O:38][C:36]([CH:33]1[CH2:34][S:35][CH:12]([CH2:11][CH:10]([C:9]([O:8][CH2:1][C:2]2[CH:7]=[CH:6][CH:5]=[CH:4][CH:3]=2)=[O:22])[NH:14][C:15]([O:17][C:18]([CH3:21])([CH3:20])[CH3:19])=[O:16])[NH:32]1)=[O:37]. The yield is 0.820. (3) The catalyst is CN(C)C=O. The product is [O:11]1[CH2:12][CH2:13][O:14][CH:10]1[C:4]1[CH:5]=[CH:6][C:7]([OH:8])=[C:2]([F:1])[CH:3]=1. The yield is 0.520. The reactants are [F:1][C:2]1[CH:3]=[C:4]([CH:10]2[O:14][CH2:13][CH2:12][O:11]2)[CH:5]=[CH:6][C:7]=1[O:8]C.C[S-].[Na+].[Cl-].[NH4+]. (4) The reactants are [H-].[Al+3].[Li+].[H-].[H-].[H-].C[O:8][C:9](=O)[C:10]1[CH:15]=[CH:14][C:13]([N:16]2[C:20]([NH2:21])=[CH:19][C:18]([C:22]([CH3:25])([CH3:24])[CH3:23])=[N:17]2)=[CH:12][CH:11]=1. The catalyst is O1CCCC1. The product is [NH2:21][C:20]1[N:16]([C:13]2[CH:14]=[CH:15][C:10]([CH2:9][OH:8])=[CH:11][CH:12]=2)[N:17]=[C:18]([C:22]([CH3:25])([CH3:24])[CH3:23])[CH:19]=1. The yield is 0.980. (5) The reactants are [H-].[Na+].[NH2:3][C:4]1[N:5]([CH2:18][CH3:19])[C:6]2[C:11]([C:12]=1[C:13]#[N:14])=[CH:10][CH:9]=[C:8]([N+:15]([O-:17])=[O:16])[CH:7]=2.[C:20](Cl)(=[O:22])[CH3:21]. The catalyst is O1CCOCC1. The product is [C:13]([C:12]1[C:11]2[C:6](=[CH:7][C:8]([N+:15]([O-:17])=[O:16])=[CH:9][CH:10]=2)[N:5]([CH2:18][CH3:19])[C:4]=1[NH:3][C:20](=[O:22])[CH3:21])#[N:14]. The yield is 0.710. (6) The reactants are [CH2:1]([N:8]1[C:12]2=[C:13]([N:20]3[CH2:29][CH2:28][C:27]4[C:22](=[CH:23][CH:24]=[CH:25][CH:26]=4)[CH2:21]3)[N:14]=[C:15]([C:17]([OH:19])=[O:18])[CH:16]=[C:11]2[C:10]([CH3:30])=[C:9]1[CH3:31])[C:2]1[CH:7]=[CH:6][CH:5]=[CH:4][CH:3]=1.[OH-].[K+].I[CH3:35].O. The catalyst is CN(C)C=O. The product is [CH3:35][O:18][C:17]([C:15]1[CH:16]=[C:11]2[C:10]([CH3:30])=[C:9]([CH3:31])[N:8]([CH2:1][C:2]3[CH:3]=[CH:4][CH:5]=[CH:6][CH:7]=3)[C:12]2=[C:13]([N:20]2[CH2:29][CH2:28][C:27]3[C:22](=[CH:23][CH:24]=[CH:25][CH:26]=3)[CH2:21]2)[N:14]=1)=[O:19]. The yield is 0.350. (7) The reactants are [CH3:1][C:2]1[C:6]([CH2:7][N:8]2[N:12]=[N:11][C:10]([NH2:13])=[N:9]2)=[C:5]([CH3:14])[O:4][N:3]=1.[CH3:15][O:16][C:17]1[CH:18]=[C:19]([CH:23]=[CH:24][CH:25]=1)[C:20](Cl)=[O:21].N1C=CC=CC=1. The catalyst is C(#N)C.ClCCl. The product is [CH3:1][C:2]1[C:6]([CH2:7][N:8]2[N:12]=[N:11][C:10]([NH:13][C:20](=[O:21])[C:19]3[CH:23]=[CH:24][CH:25]=[C:17]([O:16][CH3:15])[CH:18]=3)=[N:9]2)=[C:5]([CH3:14])[O:4][N:3]=1. The yield is 0.350. (8) The yield is 0.830. The product is [ClH:20].[Cl:23][C:24]1[CH:25]=[C:26]([NH2:27])[CH:28]=[CH:29][C:30]=1[F:31]. No catalyst specified. The reactants are Cl.C(OC1C=C2C(C([Cl:20])=NC=N2)=CC=1OC)C1C=CC=CC=1.[Cl:23][C:24]1[CH:25]=[C:26]([CH:28]=[CH:29][C:30]=1[F:31])[NH2:27]. (9) The reactants are [C:1]1([C:7]2[CH:12]=[C:11]([N:13]3[CH2:18][CH2:17][NH:16][CH2:15][CH2:14]3)[N:10]=[N:9][C:8]=2[C:19]([F:22])([F:21])[F:20])[CH:6]=[CH:5][CH:4]=[CH:3][CH:2]=1.[F:23][C:24]1[CH:25]=[C:26]([CH:29]=[C:30]([F:32])[CH:31]=1)[CH2:27]Br.C(N(C(C)C)CC)(C)C. The catalyst is C(#N)C. The product is [F:23][C:24]1[CH:25]=[C:26]([CH:29]=[C:30]([F:32])[CH:31]=1)[CH2:27][N:16]1[CH2:15][CH2:14][N:13]([C:11]2[N:10]=[N:9][C:8]([C:19]([F:22])([F:21])[F:20])=[C:7]([C:1]3[CH:2]=[CH:3][CH:4]=[CH:5][CH:6]=3)[CH:12]=2)[CH2:18][CH2:17]1. The yield is 0.520.